From a dataset of Catalyst prediction with 721,799 reactions and 888 catalyst types from USPTO. Predict which catalyst facilitates the given reaction. (1) Reactant: Cl[C:2]1[N:7]=[C:6]([N:8]2[CH2:13][CH2:12][O:11][CH2:10][CH2:9]2)[N:5]=[C:4]([N:14]2[CH2:19][CH2:18][O:17][CH2:16][CH2:15]2)[N:3]=1.CC1(C)C(C)(C)OB([C:28]2[CH:34]=[CH:33][C:31]([NH2:32])=[CH:30][CH:29]=2)O1.C(=O)([O-])[O-].[Na+].[Na+]. Product: [O:17]1[CH2:18][CH2:19][N:14]([C:4]2[N:5]=[C:6]([N:8]3[CH2:13][CH2:12][O:11][CH2:10][CH2:9]3)[N:7]=[C:2]([C:28]3[CH:34]=[CH:33][C:31]([NH2:32])=[CH:30][CH:29]=3)[N:3]=2)[CH2:15][CH2:16]1. The catalyst class is: 853. (2) Reactant: C(N1C=CN=C1)(N1C=CN=C1)=O.[F:13][C:14]([F:19])([CH3:18])[C:15](O)=[O:16].[Br:20][C:21]1[CH:22]=[C:23]([N:27]2[C:35]3[C:30](=[CH:31][C:32]([O:36][C@H:37]([C:41]4[CH:42]=[N:43][C:44]([O:47][CH3:48])=[CH:45][CH:46]=4)[C@@H:38]([NH2:40])[CH3:39])=[CH:33][CH:34]=3)[CH:29]=[N:28]2)[CH:24]=[CH:25][CH:26]=1. Product: [Br:20][C:21]1[CH:22]=[C:23]([N:27]2[C:35]3[C:30](=[CH:31][C:32]([O:36][C@H:37]([C:41]4[CH:42]=[N:43][C:44]([O:47][CH3:48])=[CH:45][CH:46]=4)[C@@H:38]([NH:40][C:15](=[O:16])[C:14]([F:19])([F:13])[CH3:18])[CH3:39])=[CH:33][CH:34]=3)[CH:29]=[N:28]2)[CH:24]=[CH:25][CH:26]=1. The catalyst class is: 1. (3) Reactant: C[O:2][C:3](=[O:21])[C:4]1[CH:9]=[CH:8][C:7]([C:10]2[O:11][C:12]3[CH:18]=[CH:17][C:16]([O:19]C)=[CH:15][C:13]=3[CH:14]=2)=[CH:6][CH:5]=1.Cl.N1C=CC=CC=1.O. Product: [OH:19][C:16]1[CH:17]=[CH:18][C:12]2[O:11][C:10]([C:7]3[CH:8]=[CH:9][C:4]([C:3]([OH:21])=[O:2])=[CH:5][CH:6]=3)=[CH:14][C:13]=2[CH:15]=1. The catalyst class is: 25. (4) Reactant: [OH:1][N:2]1[C:10](=[O:11])[C:9]2[C:4](=[CH:5][CH:6]=[CH:7][CH:8]=2)[C:3]1=[O:12].O[CH2:14][C:15]1[N:16]=[CH:17][N:18]([C:20]([O:22][C:23]([CH3:26])([CH3:25])[CH3:24])=[O:21])[CH:19]=1.C1(P(C2C=CC=CC=2)C2C=CC=CC=2)C=CC=CC=1.CC(OC(/N=N/C(OC(C)C)=O)=O)C. Product: [O:12]=[C:3]1[C:4]2[C:9](=[CH:8][CH:7]=[CH:6][CH:5]=2)[C:10](=[O:11])[N:2]1[O:1][CH2:14][C:15]1[N:16]=[CH:17][N:18]([C:20]([O:22][C:23]([CH3:26])([CH3:25])[CH3:24])=[O:21])[CH:19]=1. The catalyst class is: 1. (5) Reactant: [CH2:1]([N:10]1[C:15](=[O:16])[C:14]([C:17]2[CH:22]=[CH:21][C:20]([F:23])=[CH:19][CH:18]=2)=[C:13]([C:24]2[CH:29]=[CH:28][C:27]([S:30]([CH3:33])(=[O:32])=[O:31])=[CH:26][CH:25]=2)[CH:12]=[N:11]1)[C:2]([C:4]1[CH:9]=[CH:8][CH:7]=[CH:6][CH:5]=1)=O.Cl.[O:35]([NH2:37])[CH3:36].C([O-])(=O)C.[Na+]. Product: [CH3:36][O:35][N:37]=[C:2]([C:4]1[CH:9]=[CH:8][CH:7]=[CH:6][CH:5]=1)[CH2:1][N:10]1[C:15](=[O:16])[C:14]([C:17]2[CH:22]=[CH:21][C:20]([F:23])=[CH:19][CH:18]=2)=[C:13]([C:24]2[CH:25]=[CH:26][C:27]([S:30]([CH3:33])(=[O:32])=[O:31])=[CH:28][CH:29]=2)[CH:12]=[N:11]1. The catalyst class is: 5. (6) Reactant: [C:1]([O:5][C:6]([NH:8][CH:9]([CH2:15][CH2:16][CH2:17][CH3:18])[C@H:10]([OH:14])[C:11]([OH:13])=O)=[O:7])([CH3:4])([CH3:3])[CH3:2].[CH2:19]([NH2:26])[C:20]1[CH:25]=[CH:24][CH:23]=[CH:22][CH:21]=1.CN(C(ON1N=NC2C=CC=NC1=2)=[N+](C)C)C.F[P-](F)(F)(F)(F)F.C(N(CC)C(C)C)(C)C. Product: [C:1]([O:5][C:6](=[O:7])[NH:8][C@H:9]([CH:10]([C:11](=[O:13])[NH:26][CH2:19][C:20]1[CH:25]=[CH:24][CH:23]=[CH:22][CH:21]=1)[OH:14])[CH2:15][CH2:16][CH2:17][CH3:18])([CH3:2])([CH3:3])[CH3:4]. The catalyst class is: 3. (7) Reactant: [Cl:1][C:2]1[N:7]=[C:6]([NH2:8])[C:5]([O:9][CH2:10][CH3:11])=[N:4][CH:3]=1.[H-].[Na+].Br[CH2:15][CH2:16][O:17][CH2:18][CH2:19]Br.O. Product: [Cl:1][C:2]1[N:7]=[C:6]([N:8]2[CH2:19][CH2:18][O:17][CH2:16][CH2:15]2)[C:5]([O:9][CH2:10][CH3:11])=[N:4][CH:3]=1. The catalyst class is: 3.